From a dataset of NCI-60 drug combinations with 297,098 pairs across 59 cell lines. Regression. Given two drug SMILES strings and cell line genomic features, predict the synergy score measuring deviation from expected non-interaction effect. (1) Drug 1: CN1C2=C(C=C(C=C2)N(CCCl)CCCl)N=C1CCCC(=O)O.Cl. Drug 2: CC(C)NC(=O)C1=CC=C(C=C1)CNNC.Cl. Cell line: LOX IMVI. Synergy scores: CSS=8.41, Synergy_ZIP=1.46, Synergy_Bliss=9.41, Synergy_Loewe=5.32, Synergy_HSA=5.67. (2) Cell line: KM12. Synergy scores: CSS=10.7, Synergy_ZIP=-7.12, Synergy_Bliss=-5.26, Synergy_Loewe=0.0711, Synergy_HSA=0.749. Drug 2: C1=NNC2=C1C(=O)NC=N2. Drug 1: C1=C(C(=O)NC(=O)N1)N(CCCl)CCCl. (3) Synergy scores: CSS=20.1, Synergy_ZIP=-9.78, Synergy_Bliss=-0.722, Synergy_Loewe=-17.6, Synergy_HSA=-1.76. Cell line: BT-549. Drug 2: C1=C(C(=O)NC(=O)N1)N(CCCl)CCCl. Drug 1: CN(C)N=NC1=C(NC=N1)C(=O)N. (4) Drug 1: C1CCN(CC1)CCOC2=CC=C(C=C2)C(=O)C3=C(SC4=C3C=CC(=C4)O)C5=CC=C(C=C5)O. Drug 2: CCN(CC)CCNC(=O)C1=C(NC(=C1C)C=C2C3=C(C=CC(=C3)F)NC2=O)C. Cell line: M14. Synergy scores: CSS=-3.05, Synergy_ZIP=2.87, Synergy_Bliss=3.16, Synergy_Loewe=-4.30, Synergy_HSA=-2.21. (5) Drug 1: C1CC(=O)NC(=O)C1N2C(=O)C3=CC=CC=C3C2=O. Drug 2: CC(C)NC(=O)C1=CC=C(C=C1)CNNC.Cl. Cell line: UO-31. Synergy scores: CSS=-0.481, Synergy_ZIP=2.05, Synergy_Bliss=5.07, Synergy_Loewe=-1.15, Synergy_HSA=-0.787. (6) Drug 2: CN1C2=C(C=C(C=C2)N(CCCl)CCCl)N=C1CCCC(=O)O.Cl. Synergy scores: CSS=37.5, Synergy_ZIP=0.929, Synergy_Bliss=1.03, Synergy_Loewe=-39.9, Synergy_HSA=1.11. Cell line: IGROV1. Drug 1: CC1=C(C(=CC=C1)Cl)NC(=O)C2=CN=C(S2)NC3=CC(=NC(=N3)C)N4CCN(CC4)CCO. (7) Drug 1: CC1=C(C=C(C=C1)NC2=NC=CC(=N2)N(C)C3=CC4=NN(C(=C4C=C3)C)C)S(=O)(=O)N.Cl. Drug 2: C1=CC(=CC=C1CCCC(=O)O)N(CCCl)CCCl. Cell line: A549. Synergy scores: CSS=28.4, Synergy_ZIP=-0.552, Synergy_Bliss=-1.31, Synergy_Loewe=-6.36, Synergy_HSA=-1.32. (8) Drug 1: CC1=C(C=C(C=C1)NC2=NC=CC(=N2)N(C)C3=CC4=NN(C(=C4C=C3)C)C)S(=O)(=O)N.Cl. Drug 2: C1CN1P(=S)(N2CC2)N3CC3. Cell line: K-562. Synergy scores: CSS=14.0, Synergy_ZIP=-8.55, Synergy_Bliss=-10.8, Synergy_Loewe=-7.89, Synergy_HSA=-8.32.